Dataset: Reaction yield outcomes from USPTO patents with 853,638 reactions. Task: Predict the reaction yield, written as a fraction of the theoretical maximum amount of product (1.0 means a 100% yield; for example, 0.34 means a 34% yield). (1) The reactants are [Br:1][C:2]1[CH:7]=[C:6]([F:8])[CH:5]=[CH:4][C:3]=1[CH:9]1[C:14]([C:15]([O:17][CH2:18][CH3:19])=[O:16])=[C:13]([CH2:20]Br)[NH:12][C:11]([C:22]2[S:26][N:25]=[CH:24][N:23]=2)=[N:10]1.Cl.[NH:28]1[CH2:33][CH2:32][O:31][CH2:30][CH:29]1[CH2:34][C:35]([OH:37])=[O:36]. No catalyst specified. The product is [Br:1][C:2]1[CH:7]=[C:6]([F:8])[CH:5]=[CH:4][C:3]=1[CH:9]1[N:10]=[C:11]([C:22]2[S:26][N:25]=[CH:24][N:23]=2)[NH:12][C:13]([CH2:20][N:28]2[CH2:33][CH2:32][O:31][CH2:30][CH:29]2[CH2:34][C:35]([OH:37])=[O:36])=[C:14]1[C:15]([O:17][CH2:18][CH3:19])=[O:16]. The yield is 0.330. (2) The reactants are [CH2:1]([N:8]1[CH2:13][CH2:12][O:11][CH2:10][C@H:9]1[CH2:14]Cl)[C:2]1[CH:7]=[CH:6][CH:5]=[CH:4][CH:3]=1.[OH-].[Na+].O.[C-]#[N:20].[K+]. The catalyst is C(Cl)Cl.S([O-])(O)(=O)=O.C([N+](CCCC)(CCCC)CCCC)CCC. The product is [CH2:1]([N:8]1[CH2:13][CH2:12][O:11][CH2:10][C@H:9]1[C:14]#[N:20])[C:2]1[CH:7]=[CH:6][CH:5]=[CH:4][CH:3]=1. The yield is 0.950. (3) The reactants are [CH3:1][C:2]1[C:7]([CH3:8])=[CH:6][C:5]([CH3:9])=[CH:4][N+:3]=1[O-:10].S(=O)(=O)(O)O.[N+:16]([O-])([OH:18])=[O:17]. The yield is 0.931. No catalyst specified. The product is [CH3:1][C:2]1[C:7]([CH3:8])=[C:6]([N+:16]([O-:18])=[O:17])[C:5]([CH3:9])=[CH:4][N+:3]=1[O-:10]. (4) The reactants are [C:1]([O:4]O)(=[O:3])[CH3:2].[Cl:6][C:7]1[CH:8]=[C:9]([I:13])[CH:10]=[CH:11][CH:12]=1.[C:14]([OH:17])(=[O:16])[CH3:15]. The catalyst is O. The product is [C:1]([O:4][I:13]([O:17][C:14](=[O:16])[CH3:15])[C:9]1[CH:10]=[CH:11][CH:12]=[C:7]([Cl:6])[CH:8]=1)(=[O:3])[CH3:2]. The yield is 0.960. (5) The yield is 0.515. The catalyst is CN(C)C(=O)C. The product is [Cl:12][C:13]1[CH:29]=[C:28]([Cl:30])[CH:27]=[CH:26][C:14]=1[CH2:15][NH:16][C:17](=[O:25])[C:18]1[CH:19]=[CH:20][N:21]=[C:22]([O:11][CH2:10][CH2:9][N:3]2[CH2:8][CH2:7][O:6][CH2:5][CH2:4]2)[CH:23]=1. The reactants are [H-].[Na+].[N:3]1([CH2:9][CH2:10][OH:11])[CH2:8][CH2:7][O:6][CH2:5][CH2:4]1.[Cl:12][C:13]1[CH:29]=[C:28]([Cl:30])[CH:27]=[CH:26][C:14]=1[CH2:15][NH:16][C:17](=[O:25])[C:18]1[CH:23]=[CH:22][N:21]=[C:20](F)[CH:19]=1. (6) The reactants are C(N(CC)CC)C.I[C:9]1[CH:10]=[C:11]([CH:14]=[CH:15][CH:16]=1)[CH2:12][OH:13].[C:17]([O:21][CH3:22])(=[O:20])[CH:18]=[CH2:19].[Cl-].[NH4+]. The catalyst is CC#N.CC([O-])=O.CC([O-])=O.[Pd+2]. The product is [CH3:22][O:21][C:17](=[O:20])/[CH:18]=[CH:19]/[C:9]1[CH:16]=[CH:15][CH:14]=[C:11]([CH2:12][OH:13])[CH:10]=1. The yield is 0.970.